Dataset: Forward reaction prediction with 1.9M reactions from USPTO patents (1976-2016). Task: Predict the product of the given reaction. (1) Given the reactants [CH3:1][O:2][C:3]1[CH:8]=[C:7]([CH2:9][CH:10]2[CH2:15][NH:14][CH2:13][CH2:12][NH:11]2)[CH:6]=[CH:5][N:4]=1.C(N(CC)CC)C.[S:23]1[CH:27]=[CH:26][CH:25]=[C:24]1[S:28](Cl)(=[O:30])=[O:29], predict the reaction product. The product is: [CH3:1][O:2][C:3]1[CH:8]=[C:7]([CH2:9][CH:10]2[NH:11][CH2:12][CH2:13][N:14]([S:28]([C:24]3[S:23][CH:27]=[CH:26][CH:25]=3)(=[O:30])=[O:29])[CH2:15]2)[CH:6]=[CH:5][N:4]=1. (2) Given the reactants [CH3:1][C:2]1[CH:11]=[CH:10][CH:9]=[CH:8][C:3]=1[CH:4]=[CH:5][CH:6]=O.[CH3:12][C:13]([OH:15])=[O:14], predict the reaction product. The product is: [C:13]([O:15][CH:1]1[C:2]2[C:3](=[CH:8][CH:9]=[CH:10][CH:11]=2)[CH:4]=[C:5]1[CH3:6])(=[O:14])[CH3:12]. (3) Given the reactants [F:1][C:2]1[CH:32]=[CH:31][C:5]([C:6]([NH:8][CH2:9][C:10]2([C:27]([F:30])([F:29])[F:28])[C:15]3[CH:16]=[C:17]([N:20]4[CH2:24][CH2:23][O:22][C:21]4=[O:25])[CH:18]=[CH:19][C:14]=3[NH:13][C:12](=[O:26])[O:11]2)=[O:7])=[CH:4][CH:3]=1.CCCCCC, predict the reaction product. The product is: [F:1][C:2]1[CH:32]=[CH:31][C:5]([C:6]([NH:8][CH2:9][C@:10]2([C:27]([F:29])([F:28])[F:30])[C:15]3[CH:16]=[C:17]([N:20]4[CH2:24][CH2:23][O:22][C:21]4=[O:25])[CH:18]=[CH:19][C:14]=3[NH:13][C:12](=[O:26])[O:11]2)=[O:7])=[CH:4][CH:3]=1. (4) Given the reactants [CH2:1]1[O:5][C:4]2[CH:6]=[C:7]([OH:10])[CH:8]=[CH:9][C:3]=2[O:2]1.[H-].[Na+:12], predict the reaction product. The product is: [CH2:1]1[O:2][C:3]2[CH:9]=[CH:8][C:7]([O-:10])=[CH:6][C:4]=2[O:5]1.[Na+:12]. (5) Given the reactants [F:1][C:2]1[CH:3]=[C:4]([CH:6]=[CH:7][CH:8]=1)[NH2:5].O=[C:10]1[CH2:15][CH2:14][N:13]([C:16]([O:18][C:19]([CH3:22])([CH3:21])[CH3:20])=[O:17])[CH2:12][CH2:11]1.C(O)(=O)C.C([BH3-])#N.[Na+].[OH-].[Na+], predict the reaction product. The product is: [F:1][C:2]1[CH:3]=[C:4]([CH:6]=[CH:7][CH:8]=1)[NH:5][CH:10]1[CH2:15][CH2:14][N:13]([C:16]([O:18][C:19]([CH3:22])([CH3:21])[CH3:20])=[O:17])[CH2:12][CH2:11]1. (6) Given the reactants Br[C:2]1[N:6]2[CH:7]=[C:8]([CH:30]3[CH2:32][CH2:31]3)[C:9]([O:11][CH2:12][C:13]3([CH3:29])[CH2:18][CH2:17][N:16]([C@@H:19]([C:21]4[CH:26]=[C:25]([Cl:27])[CH:24]=[C:23]([Cl:28])[CH:22]=4)[CH3:20])[CH2:15][CH2:14]3)=[CH:10][C:5]2=[N:4][N:3]=1.[CH:33]1([S:36]([NH2:39])(=[O:38])=[O:37])CC1.CS(N)(=O)=O, predict the reaction product. The product is: [CH:30]1([C:8]2[C:9]([O:11][CH2:12][C:13]3([CH3:29])[CH2:18][CH2:17][N:16]([C@@H:19]([C:21]4[CH:26]=[C:25]([Cl:27])[CH:24]=[C:23]([Cl:28])[CH:22]=4)[CH3:20])[CH2:15][CH2:14]3)=[CH:10][C:5]3[N:6]([C:2]([NH:39][S:36]([CH3:33])(=[O:38])=[O:37])=[N:3][N:4]=3)[CH:7]=2)[CH2:31][CH2:32]1.